Dataset: Reaction yield outcomes from USPTO patents with 853,638 reactions. Task: Predict the reaction yield, written as a fraction of the theoretical maximum amount of product (1.0 means a 100% yield; for example, 0.34 means a 34% yield). The reactants are I[CH2:2][C@@H:3]([CH3:16])[CH2:4][N:5]1[C:10]2[CH:11]=[CH:12][CH:13]=[CH:14][C:9]=2[O:8][CH2:7][C:6]1=[O:15].[CH2:17]([CH:21]1[CH2:27][CH:26]2[NH:28][CH:23]([CH2:24][CH2:25]2)[CH2:22]1)[CH2:18][CH2:19][CH3:20]. The catalyst is CCN(CC)CC. The product is [CH2:17]([CH:21]1[CH2:22][CH:23]2[N:28]([CH2:2][C@@H:3]([CH3:16])[CH2:4][N:5]3[C:10]4[CH:11]=[CH:12][CH:13]=[CH:14][C:9]=4[O:8][CH2:7][C:6]3=[O:15])[CH:26]([CH2:25][CH2:24]2)[CH2:27]1)[CH2:18][CH2:19][CH3:20]. The yield is 0.640.